Dataset: Reaction yield outcomes from USPTO patents with 853,638 reactions. Task: Predict the reaction yield, written as a fraction of the theoretical maximum amount of product (1.0 means a 100% yield; for example, 0.34 means a 34% yield). (1) The reactants are [C:1]1([S:7][C:8]2[CH:17]=[C:16]3[C:11]([CH2:12][CH2:13][CH2:14][C:15]3=[O:18])=[CH:10][CH:9]=2)[CH:6]=[CH:5][CH:4]=[CH:3][CH:2]=1.[OH:19]OS([O-])=O.[K+].[OH2:25]. The catalyst is CO. The product is [C:1]1([S:7]([C:8]2[CH:17]=[C:16]3[C:11]([CH2:12][CH2:13][CH2:14][C:15]3=[O:18])=[CH:10][CH:9]=2)(=[O:19])=[O:25])[CH:6]=[CH:5][CH:4]=[CH:3][CH:2]=1. The yield is 0.590. (2) The reactants are [F:1][C:2]([F:7])([F:6])[C:3]([OH:5])=[O:4].[F:8][C:9]([F:14])([F:13])[C:10]([OH:12])=[O:11].FC(F)(F)C(O)=O.[Cl:22][C:23]1[CH:24]=[N:25][C:26]2[NH:27][C:28]3[CH:29]=[N:30][CH:31]=[C:32]([CH:54]=3)[CH2:33][CH2:34][C:35]3[CH:43]=[C:39]([NH:40][C:41]=1[N:42]=2)[CH:38]=[CH:37][C:36]=3[NH:44][C:45](=[O:53])[CH2:46][CH:47]1[CH2:52][CH2:51][NH:50][CH2:49][CH2:48]1.[NH:55]1[CH:59]=[N:58][C:57]([C:60](O)=[O:61])=[N:56]1. No catalyst specified. The product is [F:1][C:2]([F:7])([F:6])[C:3]([OH:5])=[O:4].[F:8][C:9]([F:14])([F:13])[C:10]([OH:12])=[O:11].[Cl:22][C:23]1[CH:24]=[N:25][C:26]2[NH:27][C:28]3[CH:29]=[N:30][CH:31]=[C:32]([CH:54]=3)[CH2:33][CH2:34][C:35]3[CH:43]=[C:39]([NH:40][C:41]=1[N:42]=2)[CH:38]=[CH:37][C:36]=3[NH:44][C:45](=[O:53])[CH2:46][CH:47]1[CH2:52][CH2:51][N:50]([C:60]([C:57]2[N:58]=[CH:59][NH:55][N:56]=2)=[O:61])[CH2:49][CH2:48]1. The yield is 0.430. (3) The reactants are [N+:1]([C:4]1[CH:9]=[CH:8][CH:7]=[CH:6][C:5]=1[OH:10])([O-:3])=[O:2].[CH:11]1[CH:16]=C[C:14](P([C:12]2[CH:13]=[CH:14]C=[CH:16][CH:11]=2)[C:12]2[CH:13]=[CH:14]C=[CH:16][CH:11]=2)=[CH:13][CH:12]=1.[CH3:42][CH:41]([O:40][C:38](/N=N/[C:38]([O:40][CH:41]([CH3:43])[CH3:42])=O)=O)[CH3:43].C1C[O:47]CC1. No catalyst specified. The product is [CH3:38][O:40][C:41]1[CH:42]=[C:11]([CH2:16][OH:47])[CH:12]=[C:13]([CH2:14][O:10][C:5]2[CH:6]=[CH:7][CH:8]=[CH:9][C:4]=2[N+:1]([O-:3])=[O:2])[CH:43]=1. The yield is 0.610.